Task: Regression. Given a peptide amino acid sequence and an MHC pseudo amino acid sequence, predict their binding affinity value. This is MHC class I binding data.. Dataset: Peptide-MHC class I binding affinity with 185,985 pairs from IEDB/IMGT (1) The peptide sequence is KRFLNGAKY. The MHC is HLA-B08:01 with pseudo-sequence HLA-B08:01. The binding affinity (normalized) is 0.0847. (2) The peptide sequence is EIMDKEQLL. The MHC is HLA-A02:06 with pseudo-sequence HLA-A02:06. The binding affinity (normalized) is 0.0589. (3) The peptide sequence is APYVYQRL. The MHC is H-2-Db with pseudo-sequence H-2-Db. The binding affinity (normalized) is 0.